Dataset: Full USPTO retrosynthesis dataset with 1.9M reactions from patents (1976-2016). Task: Predict the reactants needed to synthesize the given product. (1) The reactants are: [CH3:1][C:2]1[CH:7]=[C:6]([O:8][C:9]2[CH:14]=[CH:13][CH:12]=[CH:11][CH:10]=2)[CH:5]=[CH:4][C:3]=1[C:15]1[CH:20]=[CH:19][CH:18]=[CH:17][CH:16]=1.C1C(=O)N(Br)C(=[O:24])C1.N(C(C)(C)C#N)=NC(C)(C)C#N.O. Given the product [O:8]([C:6]1[CH:5]=[CH:4][C:3]([C:15]2[CH:20]=[CH:19][CH:18]=[CH:17][CH:16]=2)=[C:2]([CH:7]=1)[CH:1]=[O:24])[C:9]1[CH:14]=[CH:13][CH:12]=[CH:11][CH:10]=1, predict the reactants needed to synthesize it. (2) Given the product [CH3:32][Si:31]([CH3:34])([CH3:33])[CH2:30][CH2:29][O:28][CH2:27][N:24]1[C:20]2[N:21]=[CH:22][N:23]=[C:18]([C:16]3[CH:15]=[N:14][N:13]([C@@H:10]4[CH2:11][CH2:12][C@H:7]([CH2:6][S:41][C:38]5[NH:37][C:36]([NH2:35])=[N:40][N:39]=5)[CH2:8][CH2:9]4)[CH:17]=3)[C:19]=2[CH:26]=[CH:25]1, predict the reactants needed to synthesize it. The reactants are: CS(O[CH2:6][C@H:7]1[CH2:12][CH2:11][C@@H:10]([N:13]2[CH:17]=[C:16]([C:18]3[C:19]4[CH:26]=[CH:25][N:24]([CH2:27][O:28][CH2:29][CH2:30][Si:31]([CH3:34])([CH3:33])[CH3:32])[C:20]=4[N:21]=[CH:22][N:23]=3)[CH:15]=[N:14]2)[CH2:9][CH2:8]1)(=O)=O.[NH2:35][C:36]1[NH:37][C:38]([SH:41])=[N:39][N:40]=1.C(=O)([O-])[O-].[K+].[K+].